From a dataset of Catalyst prediction with 721,799 reactions and 888 catalyst types from USPTO. Predict which catalyst facilitates the given reaction. (1) Product: [NH2:1][C:2]1[C:3]2[N:4]([C:8]([C@@H:26]3[CH2:31][CH2:30][CH2:29][N:28]([C:35]([NH:34][CH2:32][CH3:33])=[O:36])[CH2:27]3)=[N:9][C:10]=2[C:11]2[CH:25]=[CH:24][C:14]([C:15](=[O:16])[NH:17][C:18]3[CH:23]=[CH:22][CH:21]=[CH:20][N:19]=3)=[CH:13][CH:12]=2)[CH:5]=[CH:6][N:7]=1. The catalyst class is: 1. Reactant: [NH2:1][C:2]1[C:3]2[N:4]([C:8]([C@@H:26]3[CH2:31][CH2:30][CH2:29][NH:28][CH2:27]3)=[N:9][C:10]=2[C:11]2[CH:25]=[CH:24][C:14]([C:15]([NH:17][C:18]3[CH:23]=[CH:22][CH:21]=[CH:20][N:19]=3)=[O:16])=[CH:13][CH:12]=2)[CH:5]=[CH:6][N:7]=1.[CH2:32]([N:34]=[C:35]=[O:36])[CH3:33]. (2) Reactant: N1(C2C=CC([C:13]3[NH:21][C:16]4=NC=CN=[C:15]4[C:14]=3[CH2:22][CH2:23][C:24]([NH:26]C)=O)=CC=2)CCOCC1.[C:28]1([Mg]Br)[CH:33]=[CH:32][CH:31]=[CH:30][CH:29]=1.O. Product: [C:28]1([C:22]2[CH:23]=[CH:24][N:26]=[C:13]3[NH:21][CH:16]=[CH:15][C:14]=23)[CH:33]=[CH:32][CH:31]=[CH:30][CH:29]=1. The catalyst class is: 7.